From a dataset of Catalyst prediction with 721,799 reactions and 888 catalyst types from USPTO. Predict which catalyst facilitates the given reaction. (1) Reactant: [C:1](Cl)(=[O:7])[CH2:2][CH2:3][CH2:4][CH2:5][CH3:6].Br[CH2:10][C:11]([O:13][C:14]([CH3:17])(C)C)=[O:12].[CH2:18]([O:25]C(=O)[C@@H]1CCCN1)C1C=CC=CC=1.[CH3:33][CH2:34]N(C(C)C)C(C)C.[CH3:42]CN=C=NCCCN(C)C.C1CN([P+](ON2N=NC3[CH:73]=[CH:74][CH:75]=[CH:76][C:71]2=3)(N2CCCC2)N2CCCC2)CC1.F[P-](F)(F)(F)(F)F.CC(C)N=C=NC(C)C.[CH3:95][N:96]([CH:98]=[O:99])C. Product: [CH3:18][O:25][C:1](=[O:7])[CH2:2][C@@H:3]([CH2:4][CH2:5][CH2:6][CH3:42])[C:98]([N:96]1[CH2:95][CH2:34][CH2:33][C@H:10]1[C:11]([O:13][CH2:14][C:17]1[CH:73]=[CH:74][CH:75]=[CH:76][CH:71]=1)=[O:12])=[O:99]. The catalyst class is: 13. (2) Reactant: [C:1](Cl)(=[O:3])[CH3:2].[CH2:5]([N:12]1[CH2:17][CH2:16][CH:15]([N:18]([CH2:26][C:27]2[N:28]=[C:29]([CH2:51][NH:52][CH3:53])[N:30]([C:32]([C:45]3[CH:50]=[CH:49][CH:48]=[CH:47][CH:46]=3)([C:39]3[CH:44]=[CH:43][CH:42]=[CH:41][CH:40]=3)[C:33]3[CH:38]=[CH:37][CH:36]=[CH:35][CH:34]=3)[CH:31]=2)[C:19](=[O:25])[O:20][C:21]([CH3:24])([CH3:23])[CH3:22])[CH2:14][CH2:13]1)[C:6]1[CH:11]=[CH:10][CH:9]=[CH:8][CH:7]=1.C(N(CC)CC)C. Product: [C:1]([N:52]([CH2:51][C:29]1[N:30]([C:32]([C:45]2[CH:50]=[CH:49][CH:48]=[CH:47][CH:46]=2)([C:33]2[CH:34]=[CH:35][CH:36]=[CH:37][CH:38]=2)[C:39]2[CH:40]=[CH:41][CH:42]=[CH:43][CH:44]=2)[CH:31]=[C:27]([CH2:26][N:18]([CH:15]2[CH2:16][CH2:17][N:12]([CH2:5][C:6]3[CH:7]=[CH:8][CH:9]=[CH:10][CH:11]=3)[CH2:13][CH2:14]2)[C:19](=[O:25])[O:20][C:21]([CH3:23])([CH3:22])[CH3:24])[N:28]=1)[CH3:53])(=[O:3])[CH3:2]. The catalyst class is: 1.